This data is from Catalyst prediction with 721,799 reactions and 888 catalyst types from USPTO. The task is: Predict which catalyst facilitates the given reaction. (1) Reactant: [C:9](O[C:9]([O:11][C:12]([CH3:15])([CH3:14])[CH3:13])=[O:10])([O:11][C:12]([CH3:15])([CH3:14])[CH3:13])=[O:10].Cl.[OH:17][C:18]1[CH:29]=[CH:28][C:21]([CH2:22][C@H:23]([C:25]([OH:27])=[O:26])[NH2:24])=[CH:20][C:19]=1[O:30][CH3:31].C(N(CC)CC)C. Product: [C:12]([O:11][C:9]([NH:24][C@@H:23]([C:25]([OH:27])=[O:26])[CH2:22][C:21]1[CH:28]=[CH:29][C:18]([OH:17])=[C:19]([O:30][CH3:31])[CH:20]=1)=[O:10])([CH3:13])([CH3:14])[CH3:15]. The catalyst class is: 95. (2) Reactant: Cl.[F:2][C:3]1[CH:12]=[CH:11][C:6]([CH2:7][NH:8][O:9][CH3:10])=[C:5]([S:13][CH3:14])[CH:4]=1.[CH3:15][C:16]1([CH3:26])[O:20][C:19](=[CH:21][C:22](Cl)=[O:23])[C:18](=[O:25])[O:17]1.C(N(C(C)C)CC)(C)C. Product: [CH3:15][C:16]1([CH3:26])[O:20][C:19](=[CH:21][C:22]([N:8]([CH2:7][C:6]2[CH:11]=[CH:12][C:3]([F:2])=[CH:4][C:5]=2[S:13][CH3:14])[O:9][CH3:10])=[O:23])[C:18](=[O:25])[O:17]1. The catalyst class is: 2. (3) Reactant: [CH3:1][C:2]([C:8]1[CH:13]=[C:12]([N:14]2[CH2:19][CH2:18][O:17][CH2:16][CH2:15]2)[N:11]=[C:10]([C:20]2[CH:25]=[CH:24][C:23]([NH2:26])=[CH:22][CH:21]=2)[N:9]=1)([S:4]([CH3:7])(=[O:6])=[O:5])[CH3:3].C(=O)(O)[O-].[Na+].Cl[C:33]([O:35][C:36]1[CH:41]=[CH:40][CH:39]=[CH:38][CH:37]=1)=[O:34]. Product: [CH3:3][C:2]([C:8]1[CH:13]=[C:12]([N:14]2[CH2:19][CH2:18][O:17][CH2:16][CH2:15]2)[N:11]=[C:10]([C:20]2[CH:21]=[CH:22][C:23]([NH:26][C:33](=[O:34])[O:35][C:36]3[CH:41]=[CH:40][CH:39]=[CH:38][CH:37]=3)=[CH:24][CH:25]=2)[N:9]=1)([S:4]([CH3:7])(=[O:5])=[O:6])[CH3:1]. The catalyst class is: 12. (4) Reactant: C([N:8]1[CH2:14][C:13]2[CH:15]=[CH:16][CH:17]=[CH:18][C:12]=2[O:11][CH2:10][CH2:9]1)C1C=CC=CC=1. Product: [O:11]1[C:12]2[CH:18]=[CH:17][CH:16]=[CH:15][C:13]=2[CH2:14][NH:8][CH2:9][CH2:10]1. The catalyst class is: 29.